From a dataset of Peptide-MHC class I binding affinity with 185,985 pairs from IEDB/IMGT. Regression. Given a peptide amino acid sequence and an MHC pseudo amino acid sequence, predict their binding affinity value. This is MHC class I binding data. (1) The peptide sequence is SIPTAGLVAV. The MHC is HLA-A02:01 with pseudo-sequence HLA-A02:01. The binding affinity (normalized) is 0.460. (2) The peptide sequence is AYANSVFNI. The MHC is HLA-A23:01 with pseudo-sequence HLA-A23:01. The binding affinity (normalized) is 0.318. (3) The peptide sequence is YVIKVSARV. The MHC is Mamu-B17 with pseudo-sequence Mamu-B17. The binding affinity (normalized) is 0. (4) The peptide sequence is ELDNVTGLL. The MHC is HLA-A02:03 with pseudo-sequence HLA-A02:03. The binding affinity (normalized) is 0.275. (5) The peptide sequence is FLGKIWPSHK. The MHC is HLA-A02:01 with pseudo-sequence HLA-A02:01. The binding affinity (normalized) is 0.522.